Dataset: Reaction yield outcomes from USPTO patents with 853,638 reactions. Task: Predict the reaction yield, written as a fraction of the theoretical maximum amount of product (1.0 means a 100% yield; for example, 0.34 means a 34% yield). (1) The yield is 0.490. The catalyst is C(O)C.O.C(Cl)Cl. The product is [ClH:1].[NH2:20][CH2:19][CH2:18][CH2:17][N:13]1[C:14](=[O:16])[C:15]2[N:7]([CH2:6][C:5]3[CH:45]=[CH:46][C:2]([Cl:1])=[CH:3][CH:4]=3)[C:8]([O:33][C:34]3[CH:39]=[CH:38][CH:37]=[C:36]([O:40][C:41]([F:42])([F:44])[F:43])[CH:35]=3)=[N:9][C:10]=2[N:11]([CH3:32])[C:12]1=[O:31]. The reactants are [Cl:1][C:2]1[CH:46]=[CH:45][C:5]([CH2:6][N:7]2[C:15]3[C:14](=[O:16])[N:13]([CH2:17][CH2:18][CH2:19][N:20]4C(=O)C5C(=CC=CC=5)C4=O)[C:12](=[O:31])[N:11]([CH3:32])[C:10]=3[N:9]=[C:8]2[O:33][C:34]2[CH:39]=[CH:38][CH:37]=[C:36]([O:40][C:41]([F:44])([F:43])[F:42])[CH:35]=2)=[CH:4][CH:3]=1.O.NN.Cl.C(OCC)C. (2) The reactants are [CH2:1]([O:3][C@H:4]([C:17]([O:19][CH2:20][CH3:21])=[O:18])[CH2:5][C:6]1[CH:16]=[CH:15][C:9]([O:10][CH2:11][C:12]([OH:14])=O)=[CH:8][CH:7]=1)[CH3:2].[CH2:22]([NH:28][CH2:29][CH2:30][C:31]1[CH:36]=[CH:35][CH:34]=[CH:33][CH:32]=1)[CH2:23][CH2:24][CH2:25][CH2:26][CH3:27].Cl.C(N=C=NCCCN(C)C)C. The catalyst is C(Cl)Cl.CN(C1C=CN=CC=1)C. The product is [CH2:1]([O:3][C@@H:4]([CH2:5][C:6]1[CH:7]=[CH:8][C:9]([O:10][CH2:11][C:12]([N:28]([CH2:22][CH2:23][CH2:24][CH2:25][CH2:26][CH3:27])[CH2:29][CH2:30][C:31]2[CH:36]=[CH:35][CH:34]=[CH:33][CH:32]=2)=[O:14])=[CH:15][CH:16]=1)[C:17]([O:19][CH2:20][CH3:21])=[O:18])[CH3:2]. The yield is 0.700. (3) The reactants are FC(F)(F)S(O[C:7]1[CH:15]=[CH:14][CH:13]=[C:12]2[C:8]=1[CH:9]=[C:10]([CH3:16])[NH:11]2)(=O)=O.B1(B2OC(C)(C)C(C)(C)O2)OC(C)(C)C(C)(C)O1.C([O-])(=O)C.[K+].Cl[C:43]1[N:48]=[C:47]([N:49]2[CH2:54][CH2:53][O:52][CH2:51][CH2:50]2)[CH:46]=[C:45]([C:55]2([S:58]([CH3:61])(=[O:60])=[O:59])[CH2:57][CH2:56]2)[N:44]=1.C(=O)([O-])[O-].[Na+].[Na+]. The catalyst is O1CCOCC1.C1C=CC(P(C2C=CC=CC=2)[C-]2C=CC=C2)=CC=1.C1C=CC(P(C2C=CC=CC=2)[C-]2C=CC=C2)=CC=1.Cl[Pd]Cl.[Fe+2].C1(P(C2C=CC=CC=2)[C-]2C=CC=C2)C=CC=CC=1.[C-]1(P(C2C=CC=CC=2)C2C=CC=CC=2)C=CC=C1.[Fe+2].C1C=CC([P]([Pd]([P](C2C=CC=CC=2)(C2C=CC=CC=2)C2C=CC=CC=2)([P](C2C=CC=CC=2)(C2C=CC=CC=2)C2C=CC=CC=2)[P](C2C=CC=CC=2)(C2C=CC=CC=2)C2C=CC=CC=2)(C2C=CC=CC=2)C2C=CC=CC=2)=CC=1. The product is [CH3:16][C:10]1[NH:11][C:12]2[C:8]([CH:9]=1)=[C:7]([C:43]1[N:44]=[C:45]([C:55]3([S:58]([CH3:61])(=[O:59])=[O:60])[CH2:56][CH2:57]3)[CH:46]=[C:47]([N:49]3[CH2:54][CH2:53][O:52][CH2:51][CH2:50]3)[N:48]=1)[CH:15]=[CH:14][CH:13]=2. The yield is 0.110. (4) The reactants are C(O[K])(C)(C)C.[Br:7][C:8]([F:15])([F:14])[C:9]([O:11][CH2:12][CH3:13])=[O:10].C(O)[C:17]1[CH:22]=[CH:21]C=[CH:19][CH:18]=1. The catalyst is CCCCCC. The product is [Br:7][C:8]([F:15])([F:14])[C:9]([O:11][CH2:12][C:13]1[CH:21]=[CH:22][CH:17]=[CH:18][CH:19]=1)=[O:10]. The yield is 0.580.